Dataset: NCI-60 drug combinations with 297,098 pairs across 59 cell lines. Task: Regression. Given two drug SMILES strings and cell line genomic features, predict the synergy score measuring deviation from expected non-interaction effect. (1) Drug 1: C1=CN(C=N1)CC(O)(P(=O)(O)O)P(=O)(O)O. Drug 2: CC(C)CN1C=NC2=C1C3=CC=CC=C3N=C2N. Cell line: HCT-15. Synergy scores: CSS=0.547, Synergy_ZIP=3.66, Synergy_Bliss=0.820, Synergy_Loewe=3.22, Synergy_HSA=-2.60. (2) Drug 1: CC1C(C(CC(O1)OC2CC(OC(C2O)C)OC3=CC4=CC5=C(C(=O)C(C(C5)C(C(=O)C(C(C)O)O)OC)OC6CC(C(C(O6)C)O)OC7CC(C(C(O7)C)O)OC8CC(C(C(O8)C)O)(C)O)C(=C4C(=C3C)O)O)O)O. Drug 2: C1C(C(OC1N2C=NC(=NC2=O)N)CO)O. Cell line: EKVX. Synergy scores: CSS=8.07, Synergy_ZIP=-4.75, Synergy_Bliss=-3.33, Synergy_Loewe=-14.0, Synergy_HSA=-4.33. (3) Drug 1: CC1=C2C(C(=O)C3(C(CC4C(C3C(C(C2(C)C)(CC1OC(=O)C(C(C5=CC=CC=C5)NC(=O)OC(C)(C)C)O)O)OC(=O)C6=CC=CC=C6)(CO4)OC(=O)C)OC)C)OC. Drug 2: CC1C(C(CC(O1)OC2CC(CC3=C2C(=C4C(=C3O)C(=O)C5=C(C4=O)C(=CC=C5)OC)O)(C(=O)CO)O)N)O.Cl. Cell line: LOX IMVI. Synergy scores: CSS=49.9, Synergy_ZIP=-8.22, Synergy_Bliss=-9.86, Synergy_Loewe=-4.33, Synergy_HSA=-2.47. (4) Drug 1: CN1CCC(CC1)COC2=C(C=C3C(=C2)N=CN=C3NC4=C(C=C(C=C4)Br)F)OC. Drug 2: CN(CCCl)CCCl.Cl. Cell line: NCIH23. Synergy scores: CSS=11.2, Synergy_ZIP=-8.32, Synergy_Bliss=-5.48, Synergy_Loewe=-14.3, Synergy_HSA=-5.13.